Predict the reactants needed to synthesize the given product. From a dataset of Full USPTO retrosynthesis dataset with 1.9M reactions from patents (1976-2016). Given the product [CH2:27]([O:26][C:24]([C:2]1[C:10]2[C:9]([Cl:11])=[N:8][CH:7]=[N:6][C:5]=2[NH:4][CH:3]=1)=[O:25])[CH3:28], predict the reactants needed to synthesize it. The reactants are: Br[C:2]1[C:10]2[C:9]([Cl:11])=[N:8][CH:7]=[N:6][C:5]=2[NH:4][CH:3]=1.C([Li])CCC.CCCCCC.Cl[C:24]([O:26][CH2:27][CH3:28])=[O:25].[Cl-].[NH4+].